From a dataset of Full USPTO retrosynthesis dataset with 1.9M reactions from patents (1976-2016). Predict the reactants needed to synthesize the given product. (1) Given the product [CH3:20][N:19]([CH3:21])[C:11]1[N:10]=[C:9]([N:2]2[CH2:3][CH:4]3[CH2:8][N:7]([C:27]([C:26]4[CH:30]=[CH:31][C:23]([F:22])=[CH:24][C:25]=4[N:32]4[N:36]=[CH:35][CH:34]=[N:33]4)=[O:28])[CH2:6][CH:5]3[CH2:1]2)[CH:14]=[C:13]([C:15]([F:18])([F:17])[F:16])[N:12]=1, predict the reactants needed to synthesize it. The reactants are: [CH2:1]1[CH:5]2[CH2:6][NH:7][CH2:8][CH:4]2[CH2:3][N:2]1[C:9]1[CH:14]=[C:13]([C:15]([F:18])([F:17])[F:16])[N:12]=[C:11]([N:19]([CH3:21])[CH3:20])[N:10]=1.[F:22][C:23]1[CH:31]=[CH:30][C:26]([C:27](O)=[O:28])=[C:25]([N:32]2[N:36]=[CH:35][CH:34]=[N:33]2)[CH:24]=1. (2) Given the product [NH:1]([C:8]([NH:10][C:11]1[CH:39]=[CH:38][C:14]([O:15][C:16]2[CH:21]=[CH:20][N:19]=[C:18]([NH:22][C:23]([CH:25]3[CH2:26][CH2:27][N:28]([CH3:31])[CH2:29][CH2:30]3)=[O:24])[CH:17]=2)=[CH:13][C:12]=1[Cl:40])=[O:9])[C:2]1[CH:7]=[CH:6][CH:5]=[CH:4][CH:3]=1, predict the reactants needed to synthesize it. The reactants are: [NH:1]([C:8]([NH:10][C:11]1[CH:39]=[CH:38][C:14]([O:15][C:16]2[CH:21]=[CH:20][N:19]=[C:18]([NH:22][C:23]([CH:25]3[CH2:30][CH2:29][N:28]([C:31](OC(C)(C)C)=O)[CH2:27][CH2:26]3)=[O:24])[CH:17]=2)=[CH:13][C:12]=1[Cl:40])=[O:9])[C:2]1[CH:7]=[CH:6][CH:5]=[CH:4][CH:3]=1.O.C(=O)(O)O.[OH-].[Na+]. (3) Given the product [CH3:19][O:18][C:12]1[CH:13]=[C:14]([O:16][CH3:17])[N:15]=[C:10]([O:4][CH2:3][C:2]([F:6])([F:5])[F:1])[N:11]=1, predict the reactants needed to synthesize it. The reactants are: [F:1][C:2]([F:6])([F:5])[CH2:3][OH:4].[H-].[Na+].Cl[C:10]1[N:15]=[C:14]([O:16][CH3:17])[CH:13]=[C:12]([O:18][CH3:19])[N:11]=1.O.